This data is from Full USPTO retrosynthesis dataset with 1.9M reactions from patents (1976-2016). The task is: Predict the reactants needed to synthesize the given product. (1) Given the product [CH3:1][O:2][C:3]1[CH:8]=[C:7]([O:9][CH3:10])[CH:6]=[CH:5][C:4]=1[NH:11][C:12]1[CH:20]=[CH:19][CH:18]=[C:14]2[C:13]=1[C:21](=[O:23])[N:25]([CH:26]1[CH2:32][CH2:31][C:30](=[O:33])[NH:29][C:27]1=[O:28])[C:15]2=[O:17], predict the reactants needed to synthesize it. The reactants are: [CH3:1][O:2][C:3]1[CH:8]=[C:7]([O:9][CH3:10])[CH:6]=[CH:5][C:4]=1[NH:11][C:12]1[CH:20]=[CH:19][CH:18]=[C:14]([C:15]([OH:17])=O)[C:13]=1[C:21]([OH:23])=O.Cl.[NH2:25][CH:26]1[CH2:32][CH2:31][C:30](=[O:33])[NH:29][C:27]1=[O:28]. (2) Given the product [CH:52]1([N:47]2[C:46](=[O:58])[C:45]([NH:44][C:16]([C:13]3[C:12]([CH3:19])=[C:11]([C:8]4[CH2:9][CH2:10][CH:5]([O:4][CH:1]([CH3:2])[CH3:3])[CH2:6][CH:7]=4)[O:15][N:14]=3)=[O:18])=[C:49]([CH3:50])[N:48]2[CH3:51])[CH2:53][CH2:54][CH2:55][CH2:56][CH2:57]1, predict the reactants needed to synthesize it. The reactants are: [CH:1]([O:4][CH:5]1[CH2:10][CH2:9][C:8]([C:11]2[O:15][N:14]=[C:13]([C:16]([OH:18])=O)[C:12]=2[CH3:19])=[CH:7][CH2:6]1)([CH3:3])[CH3:2].CN(C(ON1N=NC2C=CC=NC1=2)=[N+](C)C)C.F[P-](F)(F)(F)(F)F.[NH2:44][C:45]1[C:46](=[O:58])[N:47]([CH:52]2[CH2:57][CH2:56][CH2:55][CH2:54][CH2:53]2)[N:48]([CH3:51])[C:49]=1[CH3:50].C(N(CC)CC)C. (3) Given the product [NH3:7].[F:21][C:18]([F:19])([F:20])[C:13]1[CH:14]=[CH:15][C:16]2[CH:17]=[C:9]3[CH2:8][NH:7][CH2:6][C@@H:5]([CH2:4][OH:3])[N:10]3[C:11]=2[CH:12]=1, predict the reactants needed to synthesize it. The reactants are: C[SiH](C)[O:3][CH:4](C(C)(C)C(C)C)[C@H:5]1[N:10]2[C:11]3[CH:12]=[C:13]([C:18]([F:21])([F:20])[F:19])[CH:14]=[CH:15][C:16]=3[CH:17]=[C:9]2[C:8](=O)[NH:7][CH2:6]1.[H-].[Al+3].[Li+].[H-].[H-].[H-].C(OCC)(=O)C.O. (4) Given the product [Br:1][C:2]1[C:3]([NH:15][C:14]2[CH:16]=[CH:17][C:18]([F:20])=[CH:19][C:13]=2[F:12])=[N:4][CH:5]=[C:6]([N+:8]([O-:10])=[O:9])[CH:7]=1, predict the reactants needed to synthesize it. The reactants are: [Br:1][C:2]1[C:3](Cl)=[N:4][CH:5]=[C:6]([N+:8]([O-:10])=[O:9])[CH:7]=1.[F:12][C:13]1[CH:19]=[C:18]([F:20])[CH:17]=[CH:16][C:14]=1[NH2:15].